This data is from Full USPTO retrosynthesis dataset with 1.9M reactions from patents (1976-2016). The task is: Predict the reactants needed to synthesize the given product. (1) Given the product [OH:25][CH2:24][CH2:23][C:21]1[CH:20]=[CH:19][N:18]2[C:14]([C:12]([NH:11][C:9]3[CH:8]=[CH:7][CH:6]=[C:5]4[C:10]=3[C:2]([CH3:1])=[N:3][N:4]4[CH2:26][C:27]3[CH:32]=[CH:31][CH:30]=[C:29]([CH3:33])[N:28]=3)=[O:13])=[CH:15][N:16]=[C:17]2[CH:22]=1, predict the reactants needed to synthesize it. The reactants are: [CH3:1][C:2]1[C:10]2[C:5](=[CH:6][CH:7]=[CH:8][C:9]=2[NH:11][C:12]([C:14]2[N:18]3[CH:19]=[CH:20][C:21]([CH2:23][CH:24]=[O:25])=[CH:22][C:17]3=[N:16][CH:15]=2)=[O:13])[N:4]([CH2:26][C:27]2[CH:32]=[CH:31][CH:30]=[C:29]([CH3:33])[N:28]=2)[N:3]=1.C(O[BH-](OC(=O)C)OC(=O)C)(=O)C.[Na+]. (2) Given the product [NH:38]1[CH2:39][CH2:40][CH:35]([O:34][C:17]2[C:18]3[O:41][CH:42]=[CH:21][C:19]=3[CH:20]=[C:15]([NH:14][S:11]([C:4]3[CH:5]=[C:6]([CH3:7])[CH:10]=[CH:2][C:3]=3[O:28][CH3:24])(=[O:12])=[O:13])[CH:16]=2)[CH2:36][CH2:37]1, predict the reactants needed to synthesize it. The reactants are: I[C:2]1[C:10]2OC=[CH:7][C:6]=2[CH:5]=[C:4]([S:11]([NH:14][C:15]2[CH:20]=[C:19]([CH3:21])[CH:18]=[CH:17][C:16]=2OC)(=[O:13])=[O:12])[CH:3]=1.[C:24](=[O:28])(OC)N.S([O-])(=O)(=O)C.[OH:34][CH:35]1[CH2:40][CH2:39][NH:38][CH2:37][CH2:36]1.[OH:41][C:42]1C2OC=CC=2C=C(S(NC2C=C(C)C=CC=2OC)(=O)=O)C=1. (3) The reactants are: [OH-].[K+].C(OC([N:10]1[CH2:16][CH2:15][C:14]2[C:17](SC(=O)N(C)C)=[C:18](Cl)[CH:19]=[CH:20][C:13]=2[CH2:12][CH2:11]1)=O)(C)(C)C.C(N(CC)CC)C. Given the product [CH2:15]1[C:14]2[CH:17]=[CH:18][CH:19]=[CH:20][C:13]=2[CH2:12][CH2:11][NH:10][CH2:16]1, predict the reactants needed to synthesize it. (4) Given the product [F:1][C:2]1[C:10]2[N:9]([S:32]([CH3:31])(=[O:34])=[O:33])[C:8]3[CH2:11][CH2:12][N:13]([C:15]([C:17]4[CH:22]=[C:21]([S:23]([CH3:26])(=[O:25])=[O:24])[CH:20]=[CH:19][C:18]=4[O:27][CH:28]([CH3:30])[CH3:29])=[O:16])[CH2:14][C:7]=3[C:6]=2[CH:5]=[CH:4][CH:3]=1, predict the reactants needed to synthesize it. The reactants are: [F:1][C:2]1[C:10]2[NH:9][C:8]3[CH2:11][CH2:12][N:13]([C:15]([C:17]4[CH:22]=[C:21]([S:23]([CH3:26])(=[O:25])=[O:24])[CH:20]=[CH:19][C:18]=4[O:27][CH:28]([CH3:30])[CH3:29])=[O:16])[CH2:14][C:7]=3[C:6]=2[CH:5]=[CH:4][CH:3]=1.[CH3:31][S:32](Cl)(=[O:34])=[O:33].C(N(CC)CC)C.